Dataset: Forward reaction prediction with 1.9M reactions from USPTO patents (1976-2016). Task: Predict the product of the given reaction. (1) Given the reactants Cl[C:2]1[CH:27]=[CH:26][C:5]([CH2:6][O:7][C:8]2[CH:13]=[CH:12][C:11]([C@@H:14]([C:21]3[CH:25]=[CH:24][O:23][N:22]=3)[CH2:15][C:16]([O:18][CH2:19][CH3:20])=[O:17])=[CH:10][CH:9]=2)=[CH:4][C:3]=1[O:28][C:29]([F:32])([F:31])[F:30].[CH3:33][C:34]1([CH3:48])[C:38](B2OC(C)(C)C(C)(C)O2)=[CH:37][CH2:36][CH2:35]1.COC1C=CC=C(OC)C=1C1C=CC=CC=1P(C1CCCCC1)C1CCCCC1.[O-]P([O-])([O-])=O.[K+].[K+].[K+], predict the reaction product. The product is: [CH3:33][C:34]1([CH3:48])[C:35]([C:2]2[CH:27]=[CH:26][C:5]([CH2:6][O:7][C:8]3[CH:13]=[CH:12][C:11]([C@@H:14]([C:21]4[CH:25]=[CH:24][O:23][N:22]=4)[CH2:15][C:16]([O:18][CH2:19][CH3:20])=[O:17])=[CH:10][CH:9]=3)=[CH:4][C:3]=2[O:28][C:29]([F:32])([F:31])[F:30])=[CH:36][CH2:37][CH2:38]1. (2) Given the reactants [F:1][C:2]1[CH:3]=[C:4]2[C:8](=[CH:9][CH:10]=1)[NH:7][C:6](=[O:11])/[C:5]/2=[CH:12]\[C:13]1[NH:17][C:16]([CH3:18])=[C:15]([C:19]([OH:21])=O)[C:14]=1[CH3:22].Cl.C(N=C=NCCCN(C)C)C.OC1C2N=NNC=2C=CC=1.C(N(CC)CC)C.[NH2:52][C:53]1[CH:58]=[C:57]([F:59])[CH:56]=[CH:55][C:54]=1[NH:60][C:61](=[O:73])[C:62]1[CH:67]=[CH:66][C:65]([NH:68][CH2:69][CH2:70][CH2:71][NH2:72])=[N:64][CH:63]=1, predict the reaction product. The product is: [NH2:52][C:53]1[CH:58]=[C:57]([F:59])[CH:56]=[CH:55][C:54]=1[NH:60][C:61](=[O:73])[C:62]1[CH:67]=[CH:66][C:65]([NH:68][CH2:69][CH2:70][CH2:71][NH:72][C:19]([C:15]2[C:14]([CH3:22])=[C:13](/[CH:12]=[C:5]3\[C:6](=[O:11])[NH:7][C:8]4[C:4]\3=[CH:3][C:2]([F:1])=[CH:10][CH:9]=4)[NH:17][C:16]=2[CH3:18])=[O:21])=[N:64][CH:63]=1. (3) Given the reactants [Cl:1][C:2]1[CH:3]=[C:4]2[N:32](COCC[Si](C)(C)C)[C:31]([O:41][C@H:42]3[C@H:46]4[O:47][CH2:48][C@@H:49]([OH:50])[C@H:45]4[O:44][CH2:43]3)=[N:30][C:5]2=[N:6][C:7]=1[C:8]1[CH:13]=[CH:12][C:11]([C:14]2[CH:19]=[CH:18][C:17]([N:20]3[CH:24]=[C:23]([CH2:25][C:26]([OH:29])([CH3:28])[CH3:27])[CH:22]=[N:21]3)=[CH:16][N:15]=2)=[CH:10][CH:9]=1.C(O)=O.OS([O-])(=O)=O.[K+].[OH-].[Na+], predict the reaction product. The product is: [Cl:1][C:2]1[CH:3]=[C:4]2[NH:32][C:31]([O:41][C@H:42]3[C@H:46]4[O:47][CH2:48][C@@H:49]([OH:50])[C@H:45]4[O:44][CH2:43]3)=[N:30][C:5]2=[N:6][C:7]=1[C:8]1[CH:13]=[CH:12][C:11]([C:14]2[CH:19]=[CH:18][C:17]([N:20]3[CH:24]=[C:23]([CH2:25][C:26]([OH:29])([CH3:28])[CH3:27])[CH:22]=[N:21]3)=[CH:16][N:15]=2)=[CH:10][CH:9]=1. (4) Given the reactants C(C1C(O)=C(C(C)=C(SC2C=CC(OC)=CC=2)C=1)C(O)=O)(C)(C)C.[Cl:25][C:26]1[CH:27]=[C:28]([SH:33])[CH:29]=[CH:30][C:31]=1[F:32].S(Cl)([Cl:37])(=O)=O.ClN1C(=O)CCC1=O, predict the reaction product. The product is: [Cl:25][C:26]1[CH:27]=[C:28]([S:33][Cl:37])[CH:29]=[CH:30][C:31]=1[F:32]. (5) Given the reactants [Cl:1][C:2]1[CH:3]=[C:4]([C:12]2[N:16]=[C:15]([C:17]3[CH:22]=[CH:21][C:20]([C:23]([NH2:26])([CH3:25])[CH3:24])=[CH:19][CH:18]=3)[O:14][N:13]=2)[CH:5]=[CH:6][C:7]=1[O:8][CH:9]([CH3:11])[CH3:10].C(O)(=O)C.[C:31]([O:35][CH3:36])(=[O:34])[CH:32]=[CH2:33], predict the reaction product. The product is: [Cl:1][C:2]1[CH:3]=[C:4]([C:12]2[N:16]=[C:15]([C:17]3[CH:22]=[CH:21][C:20]([C:23]([NH:26][CH2:33][CH2:32][C:31]([O:35][CH3:36])=[O:34])([CH3:24])[CH3:25])=[CH:19][CH:18]=3)[O:14][N:13]=2)[CH:5]=[CH:6][C:7]=1[O:8][CH:9]([CH3:11])[CH3:10]. (6) Given the reactants [C:1]([O:5][C:6](=[O:13])[NH:7][C:8]1[S:9][CH:10]=[CH:11][N:12]=1)([CH3:4])([CH3:3])[CH3:2].[CH3:14][CH:15](O)[C:16]#[CH:17].C1(P(C2C=CC=CC=2)C2C=CC=CC=2)C=CC=CC=1.CCOC(/N=N/C(OCC)=O)=O, predict the reaction product. The product is: [C:1]([O:5][C:6](=[O:13])[N:7]([CH:16]([CH3:17])[C:15]#[CH:14])[C:8]1[S:9][CH:10]=[CH:11][N:12]=1)([CH3:4])([CH3:2])[CH3:3]. (7) Given the reactants [NH2:1][C:2]1[C:7]([S:8]([CH2:10][C@@H:11]([CH3:14])[CH2:12][OH:13])=[O:9])=[CH:6][C:5](Br)=[CH:4][N:3]=1.[CH3:16][O:17][C:18]1[CH:27]=[C:26]2[C:21]([C:22]([N:28]3[CH2:34][C:33]4[CH:35]=[C:36](B(O)O)[CH:37]=[CH:38][C:32]=4[O:31][CH2:30][CH2:29]3)=[N:23][CH:24]=[N:25]2)=[CH:20][CH:19]=1, predict the reaction product. The product is: [NH2:1][C:2]1[C:7]([S:8]([CH2:10][C@@H:11]([CH3:14])[CH2:12][OH:13])=[O:9])=[CH:6][C:5]([C:36]2[CH:37]=[CH:38][C:32]3[O:31][CH2:30][CH2:29][N:28]([C:22]4[C:21]5[C:26](=[CH:27][C:18]([O:17][CH3:16])=[CH:19][CH:20]=5)[N:25]=[CH:24][N:23]=4)[CH2:34][C:33]=3[CH:35]=2)=[CH:4][N:3]=1. (8) The product is: [F:44][C:41]1[CH:42]=[CH:43][C:38]([CH2:37][O:5][CH2:6][CH2:7][N:8]([C@H:25]2[CH2:26][CH2:27][C@H:28]([CH3:31])[CH2:29][CH2:30]2)[C:9](=[O:24])[NH:62][C:60]2[S:61][C:57]([S:56][C:53]([CH3:54])([CH3:55])[C:52]([OH:51])=[O:63])=[CH:58][N:59]=2)=[C:39]([C:45]([F:48])([F:47])[F:46])[CH:40]=1. Given the reactants ClC1C=CC=CC=1C[O:5][CH2:6][CH2:7][N:8]([C@H:25]1[CH2:30][CH2:29][C@H:28]([CH3:31])[CH2:27][CH2:26]1)[C:9](=[O:24])NC1SC(SCC(C)(C)C(O)=O)=CN=1.Br[CH2:37][C:38]1[CH:43]=[CH:42][C:41]([F:44])=[CH:40][C:39]=1[C:45]([F:48])([F:47])[F:46].C([O:51][C:52](=[O:63])[C:53]([S:56][C:57]1[S:61][C:60]([NH2:62])=[N:59][CH:58]=1)([CH3:55])[CH3:54])C, predict the reaction product.